This data is from Full USPTO retrosynthesis dataset with 1.9M reactions from patents (1976-2016). The task is: Predict the reactants needed to synthesize the given product. (1) Given the product [OH:9][NH:8][C:6]([C:2]1[NH:1][CH:5]=[CH:4][N:3]=1)=[NH:7], predict the reactants needed to synthesize it. The reactants are: [NH:1]1[CH:5]=[CH:4][N:3]=[C:2]1[C:6]#[N:7].[NH2:8][OH:9]. (2) Given the product [NH:30]1[C:34]([C:18]2[CH:17]=[C:16]([NH:15][C:13]3[C:12]([C:27]([NH2:29])=[O:28])=[CH:11][N:10]=[C:9]([NH:8][C@@H:3]4[CH2:4][CH2:5][CH2:6][CH2:7][C@@H:2]4[NH2:1])[N:14]=3)[CH:21]=[CH:20][CH:19]=2)=[CH:33][CH:32]=[N:31]1, predict the reactants needed to synthesize it. The reactants are: [NH2:1][C@H:2]1[CH2:7][CH2:6][CH2:5][CH2:4][C@H:3]1[NH:8][C:9]1[N:14]=[C:13]([NH:15][C:16]2[CH:21]=[CH:20][C:19](C3ON=CC=3)=[CH:18][CH:17]=2)[C:12]([C:27]([NH2:29])=[O:28])=[CH:11][N:10]=1.[NH:30]1[C:34](C2C=C(C=CC=2)N)=[CH:33][CH:32]=[N:31]1.